Task: Predict the reactants needed to synthesize the given product.. Dataset: Full USPTO retrosynthesis dataset with 1.9M reactions from patents (1976-2016) (1) Given the product [F:31][C:28]([F:29])([F:30])[C:25]1[CH:26]=[C:27]2[C:22](=[CH:23][CH:24]=1)[N:21]=[CH:20][N:19]=[C:18]2[NH:1][CH2:2][C:3]([NH:5][CH:6]1[CH2:9][N:8]([C:10]([O:12][C:13]([CH3:16])([CH3:15])[CH3:14])=[O:11])[CH2:7]1)=[O:4], predict the reactants needed to synthesize it. The reactants are: [NH2:1][CH2:2][C:3]([NH:5][CH:6]1[CH2:9][N:8]([C:10]([O:12][C:13]([CH3:16])([CH3:15])[CH3:14])=[O:11])[CH2:7]1)=[O:4].Cl[C:18]1[C:27]2[C:22](=[CH:23][CH:24]=[C:25]([C:28]([F:31])([F:30])[F:29])[CH:26]=2)[N:21]=[CH:20][N:19]=1.C(N(CC)CC)C. (2) Given the product [F:21][C:22]([F:27])([F:26])[C:23]([OH:25])=[O:24].[NH2:7][C@H:8]([CH2:17][O:18][CH3:19])[C:9]([N:11]1[CH2:14][CH:13]([C:15]#[N:16])[CH2:12]1)=[O:10], predict the reactants needed to synthesize it. The reactants are: C(OC(=O)[NH:7][C@H:8]([CH2:17][O:18][CH3:19])[C:9]([N:11]1[CH2:14][CH:13]([C:15]#[N:16])[CH2:12]1)=[O:10])(C)(C)C.[F:21][C:22]([F:27])([F:26])[C:23]([OH:25])=[O:24]. (3) Given the product [C:1]([N:8]1[CH:12]=[C:11]([B:15]2[O:19][C:18]([CH3:21])([CH3:20])[C:17]([CH3:23])([CH3:22])[O:16]2)[C:10]([CH3:14])=[N:9]1)([O:3][C:4]([CH3:7])([CH3:6])[CH3:5])=[O:2], predict the reactants needed to synthesize it. The reactants are: [C:1]([N:8]1[CH:12]=[C:11](Br)[C:10]([CH3:14])=[N:9]1)([O:3][C:4]([CH3:7])([CH3:6])[CH3:5])=[O:2].[B:15]1([B:15]2[O:19][C:18]([CH3:21])([CH3:20])[C:17]([CH3:23])([CH3:22])[O:16]2)[O:19][C:18]([CH3:21])([CH3:20])[C:17]([CH3:23])([CH3:22])[O:16]1.C([O-])(=O)C.[K+]. (4) Given the product [F:21][C:22]1[CH:27]=[C:26]([C:4](=[O:19])[CH2:5][CH:6]([C:7]2[CH:8]=[CH:9][CH:10]=[CH:11][CH:12]=2)[C:13]2[CH:14]=[CH:15][CH:16]=[CH:17][CH:18]=2)[C:25]([CH3:29])=[CH:24][N:23]=1, predict the reactants needed to synthesize it. The reactants are: CON(C)[C:4](=[O:19])[CH2:5][CH:6]([C:13]1[CH:18]=[CH:17][CH:16]=[CH:15][CH:14]=1)[C:7]1[CH:12]=[CH:11][CH:10]=[CH:9][CH:8]=1.[F:21][C:22]1[CH:27]=[C:26](I)[C:25]([CH3:29])=[CH:24][N:23]=1.